Binary Classification. Given a miRNA mature sequence and a target amino acid sequence, predict their likelihood of interaction. From a dataset of Experimentally validated miRNA-target interactions with 360,000+ pairs, plus equal number of negative samples. (1) Result: 0 (no interaction). The miRNA is mmu-miR-200b-5p with sequence CAUCUUACUGGGCAGCAUUGGA. The protein sequence of the target gene is MIEMAAEKEPFLVPAPPPPLKDESGGGGGPTVPPHQEAASGELRGGTERGPGRCAPSAGSPAAAVGRESPGAAATSSSGPQAQQHRGGGPQAQSHGEARLSDPPGRAAPPDVGEERRGGGGTELGPPAPPRPRNGYQPHRPPGGGGGKRRNSCNVGGGGGGFKHPAFKRRRRVNSDCDSVLPSNFLLGGNIFDPLNLNSLLDEEVSRTLNAETPKSSPLPAKGRDPVEILIPKDITDPLSLNTCTDEGHVVLASPLKTGRKRHRHRGQHHQQQQAAGGSESHPVPPTAPLTPLLHGEGAS.... (2) The miRNA is dre-let-7f with sequence UGAGGUAGUAGAUUGUAUAGUU. The protein sequence of the target gene is MATTRYEPVAEIGVGAYGTVYKARDPHSGHFVALKSVRVPNGGAAGGGLPVSTVREVALLRRLEAFEHPNVVRLMDVCATSRTDRDIKVTLVFEHIDQDLRTYLDKAPPPGLPVETIKDLMRQFLSGLDFLHANCIVHRDLKPENILVTSNGTVKLADFGLARIYSYQMALTPVVVTLWYRAPEVLLQSTYATPVDMWSVGCIFAEMFRRKPLFCGNSEADQLGKIFDLIGLPPEDDWPREVSLPRGAFSPRGPRPVQSVVPEMEESGAQLLLEMLTFNPLKRISAFRALQHSYLHKEES.... Result: 0 (no interaction). (3) The miRNA is hsa-miR-619-5p with sequence GCUGGGAUUACAGGCAUGAGCC. Result: 1 (interaction). The protein sequence of the target gene is MRRGWKMALSGGLRCCRRVLSWVPVLVIVLVVLWSYYAYVFELCLVTVLSPAEKVIYLILYHAIFVFFTWTYWKSIFTLPQQPNQKFHLSYTDKERYENEERPEVQKQMLVDMAKKLPVYTRTGSGAVRFCDRCHLIKPDRCHHCSVCAMCVLKMDHHCPWVNNCIGFSNYKFFLQFLAYSVLYCLYIATTVFSYFIKYWRGELPSVRSKFHVLFLLFVACMFFVSLVILFGYHCWLVSRNKTTLEAFCTPVFTSGPEKNGFNLGFIKNIQQVFGDKKKFWLIPIGSSPGDGHSFPMRSM.... (4) The protein sequence of the target gene is MSGRSKRESRGSTRGKRESESRGSSGRVKRERDREREPEAASSRGSPVRVKREFEPASAREAPASVVPFVRVKREREVDEDSEPEREVRAKNGRVDSEDRRSRHCPYLDTINRSVLDFDFEKLCSISLSHINAYACLVCGKYFQGRGLKSHAYIHSVQFSHHVFLNLHTLKFYCLPDNYEIIDSSLEDITYVLKPTFTKQQIANLDKQAKLSRAYDGTTYLPGIVGLNNIKANDYANAVLQALSNVPPLRNYFLEEDNYKNIKRPPGDIMFLLVQRFGELMRKLWNPRNFKAHVSPHEML.... Result: 0 (no interaction). The miRNA is hsa-miR-4306 with sequence UGGAGAGAAAGGCAGUA. (5) The miRNA is hsa-miR-605-3p with sequence AGAAGGCACUAUGAGAUUUAGA. The protein sequence of the target gene is MACGATLKRPMEFEAALLSPGSPKRRRCAPLPGPTPGLRPPDAEPPPPFQTQTPPQSLQQPAPPGSERRLPTPEQIFQNIKQEYSRYQRWRHLEVVLNQSEACASESQPHSSALTAPSSPGSSWMKKDQPTFTLRQVGIICERLLKDYEDKIREEYEQILNTKLAEQYESFVKFTHDQIMRRYGTRPTSYVS. Result: 1 (interaction). (6) The miRNA is cel-miR-53-5p with sequence CACCCGUACAUUUGUUUCCGUGCU. The protein sequence of the target gene is MDVLASYSIFQELQLVHDTGYFSALPSLEETWQQTCLELERYLQTEPRRISETFGEDLDCFLHASPPPCIEESFRRLDPLLLPVEATICEKSSAVDILLSRDKLLSETCLSLQPTSSSLDSYTAVNQAQLNAVTSLTPPSSPELSRHLVKTSQTLSAVDGTVTLKLVAKKASLSSVKVGGVAAAAAVTPAGAVKSGQSDSEQGGGGADTCPENKKRVHRCQFNGCRKVYTKSSHLKAHQRTHTGEKPYKCSWEGCEWRFARSDELTRHYRKHTGAKPFKCNHCDRCFSRSDHLALHMKRH.... Result: 0 (no interaction).